Dataset: NCI-60 drug combinations with 297,098 pairs across 59 cell lines. Task: Regression. Given two drug SMILES strings and cell line genomic features, predict the synergy score measuring deviation from expected non-interaction effect. (1) Drug 1: C1CCC(C1)C(CC#N)N2C=C(C=N2)C3=C4C=CNC4=NC=N3. Drug 2: CCC(=C(C1=CC=CC=C1)C2=CC=C(C=C2)OCCN(C)C)C3=CC=CC=C3.C(C(=O)O)C(CC(=O)O)(C(=O)O)O. Cell line: SNB-75. Synergy scores: CSS=-1.99, Synergy_ZIP=3.06, Synergy_Bliss=3.85, Synergy_Loewe=-0.0976, Synergy_HSA=0.147. (2) Drug 1: C1=NC2=C(N1)C(=S)N=C(N2)N. Drug 2: C1C(C(OC1N2C=C(C(=O)NC2=O)F)CO)O. Cell line: HOP-62. Synergy scores: CSS=53.2, Synergy_ZIP=-3.60, Synergy_Bliss=-5.37, Synergy_Loewe=-0.168, Synergy_HSA=2.48. (3) Drug 1: CC1=CC=C(C=C1)C2=CC(=NN2C3=CC=C(C=C3)S(=O)(=O)N)C(F)(F)F. Drug 2: CC1C(C(CC(O1)OC2CC(OC(C2O)C)OC3=CC4=CC5=C(C(=O)C(C(C5)C(C(=O)C(C(C)O)O)OC)OC6CC(C(C(O6)C)O)OC7CC(C(C(O7)C)O)OC8CC(C(C(O8)C)O)(C)O)C(=C4C(=C3C)O)O)O)O. Cell line: DU-145. Synergy scores: CSS=41.7, Synergy_ZIP=0.459, Synergy_Bliss=1.50, Synergy_Loewe=-27.0, Synergy_HSA=-0.541. (4) Drug 1: C1CN(CCN1C(=O)CCBr)C(=O)CCBr. Drug 2: CN(C(=O)NC(C=O)C(C(C(CO)O)O)O)N=O. Cell line: DU-145. Synergy scores: CSS=38.3, Synergy_ZIP=1.89, Synergy_Bliss=2.56, Synergy_Loewe=-15.9, Synergy_HSA=0.266. (5) Drug 1: CC(CN1CC(=O)NC(=O)C1)N2CC(=O)NC(=O)C2. Drug 2: CC1=C2C(C(=O)C3(C(CC4C(C3C(C(C2(C)C)(CC1OC(=O)C(C(C5=CC=CC=C5)NC(=O)OC(C)(C)C)O)O)OC(=O)C6=CC=CC=C6)(CO4)OC(=O)C)O)C)O. Cell line: NCI-H322M. Synergy scores: CSS=7.18, Synergy_ZIP=-8.74, Synergy_Bliss=-2.74, Synergy_Loewe=-16.1, Synergy_HSA=-1.91. (6) Drug 1: C1CN1C2=NC(=NC(=N2)N3CC3)N4CC4. Drug 2: CN(CCCl)CCCl.Cl. Cell line: UO-31. Synergy scores: CSS=-10.6, Synergy_ZIP=-7.36, Synergy_Bliss=-31.2, Synergy_Loewe=-29.6, Synergy_HSA=-44.3. (7) Drug 1: C1CN1C2=NC(=NC(=N2)N3CC3)N4CC4. Drug 2: C1=CC=C(C(=C1)C(C2=CC=C(C=C2)Cl)C(Cl)Cl)Cl. Cell line: SF-268. Synergy scores: CSS=26.0, Synergy_ZIP=-5.21, Synergy_Bliss=1.38, Synergy_Loewe=-19.3, Synergy_HSA=1.05.